The task is: Predict the reactants needed to synthesize the given product.. This data is from Retrosynthesis with 50K atom-mapped reactions and 10 reaction types from USPTO. (1) Given the product COCCCOc1ccc([C@H]2[C@H](OCC(=O)N3CCOCC3)CN(C(=O)OCc3ccccc3)C[C@@H]2OCc2ccc3c(c2)N(CCCOC)CCO3)cc1, predict the reactants needed to synthesize it. The reactants are: C1COCCN1.COCCCOc1ccc([C@H]2[C@H](OCC(=O)O)CN(C(=O)OCc3ccccc3)C[C@@H]2OCc2ccc3c(c2)N(CCCOC)CCO3)cc1. (2) Given the product COc1ccc2nc(SCc3cccc4c3N(C)CCC4)[nH]c2c1, predict the reactants needed to synthesize it. The reactants are: CN1CCCc2cccc(CCl)c21.COc1ccc2nc(S)[nH]c2c1. (3) Given the product Cn1cc(C(O)=S)cc1-c1ccccc1, predict the reactants needed to synthesize it. The reactants are: CCn1cc(C(O)=S)cc1-c1ccccc1. (4) Given the product CCOC(=O)[C@H](CO)NC(=O)C(C)(C)NC(=O)OCc1ccccc1, predict the reactants needed to synthesize it. The reactants are: CC(C)(NC(=O)OCc1ccccc1)C(=O)O.CCOC(=O)[C@@H](N)CO. (5) Given the product CS(=O)(=O)OCCc1cc2c(N)nc(-c3cccc(C#N)c3)nc2s1, predict the reactants needed to synthesize it. The reactants are: CS(=O)(=O)Cl.N#Cc1cccc(-c2nc(N)c3cc(CCO)sc3n2)c1. (6) Given the product CCOC(=O)c1cc(Oc2ccc(C(C)C(O)(c3ccc4c(c3)N(C)C(=O)CO4)C(F)(F)F)c(Cl)c2)ccc1Cl, predict the reactants needed to synthesize it. The reactants are: CC(c1ccc(O)cc1Cl)C(O)(c1ccc2c(c1)N(C)C(=O)CO2)C(F)(F)F.CCOC(=O)c1cc(B(O)O)ccc1Cl.